From a dataset of Catalyst prediction with 721,799 reactions and 888 catalyst types from USPTO. Predict which catalyst facilitates the given reaction. (1) Reactant: [F:1][C:2]1[CH:3]=[C:4]([NH:13]C(=O)OC(C)(C)C)[CH:5]=[CH:6][C:7]=1[C:8]1[N:9]=[CH:10][S:11][CH:12]=1. Product: [F:1][C:2]1[CH:3]=[C:4]([NH2:13])[CH:5]=[CH:6][C:7]=1[C:8]1[N:9]=[CH:10][S:11][CH:12]=1. The catalyst class is: 157. (2) Reactant: [CH3:1][CH:2]1[CH2:7][CH2:6][CH2:5][C:4](=O)[C:3]1=O.[C:10]([O-])(=O)[CH3:11].[NH4+:14].C(=O)C.[Cl-].[Na+].[NH3:20]. Product: [CH3:11][C:10]1[NH:20][C:4]2[CH2:5][CH2:6][CH2:7][CH:2]([CH3:1])[C:3]=2[N:14]=1. The catalyst class is: 16. (3) Reactant: [NH2:1][C:2]1[C:3]([O:16]C)=[C:4]([C:8]2[CH:9]=[C:10]([C:13]([OH:15])=[O:14])[S:11][CH:12]=2)[CH:5]=[CH:6][CH:7]=1.B(Br)(Br)[Br:19]. Product: [BrH:19].[NH2:1][C:2]1[C:3]([OH:16])=[C:4]([C:8]2[CH:9]=[C:10]([C:13]([OH:15])=[O:14])[S:11][CH:12]=2)[CH:5]=[CH:6][CH:7]=1. The catalyst class is: 4. (4) Reactant: [N+:1]([C:4]1[CH:5]=[C:6]2[C:10](=[CH:11][CH:12]=1)[NH:9][N:8]=[C:7]2[C:13]([OH:15])=O)([O-:3])=[O:2].Cl.CN.C1C=CC2N(O)N=[N:25][C:23]=2C=1.CCN(C(C)C)C(C)C.Cl.CN(C)CCCN=C=NCC. Product: [CH3:23][NH:25][C:13]([C:7]1[C:6]2[C:10](=[CH:11][CH:12]=[C:4]([N+:1]([O-:3])=[O:2])[CH:5]=2)[NH:9][N:8]=1)=[O:15]. The catalyst class is: 435. (5) Reactant: C(O)(C(F)(F)F)=O.[Cl:8][C:9]1[CH:44]=[CH:43][C:12]([CH2:13][N:14]([CH2:33][CH2:34][NH:35]C(=O)OC(C)(C)C)[C:15](=[O:32])[C:16]2[CH:21]=[CH:20][C:19]([C:22]3[C:23]4[C@H:30]([CH3:31])[CH2:29][CH2:28][C:24]=4[N:25]=[CH:26][N:27]=3)=[CH:18][CH:17]=2)=[CH:11][CH:10]=1. Product: [NH2:35][CH2:34][CH2:33][N:14]([CH2:13][C:12]1[CH:11]=[CH:10][C:9]([Cl:8])=[CH:44][CH:43]=1)[C:15](=[O:32])[C:16]1[CH:21]=[CH:20][C:19]([C:22]2[C:23]3[C@H:30]([CH3:31])[CH2:29][CH2:28][C:24]=3[N:25]=[CH:26][N:27]=2)=[CH:18][CH:17]=1. The catalyst class is: 2. (6) Reactant: FC(F)(F)S(O[C:7]1[C:16]2[C:11](=[CH:12][CH:13]=[C:14]([Cl:17])[CH:15]=2)[N:10]=[C:9]2[CH2:18][CH2:19][CH2:20][CH2:21][CH2:22][C:8]=12)(=O)=O.C([O-])([O-])=O.[Cs+].[Cs+].[NH2:31][CH2:32][CH2:33][C:34]#[CH:35]. Product: [CH2:32]([NH:31][C:7]1[C:16]2[C:11](=[CH:12][CH:13]=[C:14]([Cl:17])[CH:15]=2)[N:10]=[C:9]2[CH2:18][CH2:19][CH2:20][CH2:21][CH2:22][C:8]=12)[CH2:33][C:34]#[CH:35]. The catalyst class is: 102. (7) Reactant: C([O:5][NH:6][C:7]([CH:9]([N:25]1[CH2:30][CH2:29][N:28]([S:31]([CH3:34])(=[O:33])=[O:32])[CH2:27][CH2:26]1)[CH2:10][NH:11][C:12](=[O:24])[C:13]1[CH:18]=[CH:17][C:16]([O:19][CH2:20][C:21]#[C:22][CH3:23])=[CH:15][CH:14]=1)=[O:8])(C)(C)C. Product: [CH2:20]([O:19][C:16]1[CH:15]=[CH:14][C:13]([C:12]([NH:11][CH2:10][CH:9]([C:7](=[O:8])[NH:6][OH:5])[N:25]2[CH2:30][CH2:29][N:28]([S:31]([CH3:34])(=[O:32])=[O:33])[CH2:27][CH2:26]2)=[O:24])=[CH:18][CH:17]=1)[C:21]#[C:22][CH3:23]. The catalyst class is: 55. (8) Reactant: Br[CH2:2][C:3]1[CH:12]=[CH:11][C:10]2[C:5](=[CH:6][CH:7]=[CH:8][CH:9]=2)[CH:4]=1.[C:13]1(=[O:23])[NH:17][C:16](=[O:18])[C:15]2=[CH:19][CH:20]=[CH:21][CH:22]=[C:14]12.[K]. Product: [CH:4]1[C:5]2[C:10](=[CH:9][CH:8]=[CH:7][CH:6]=2)[CH:11]=[CH:12][C:3]=1[CH2:2][N:17]1[C:16](=[O:18])[C:15]2=[CH:19][CH:20]=[CH:21][CH:22]=[C:14]2[C:13]1=[O:23]. The catalyst class is: 9. (9) Reactant: C(OC(=O)[NH:7][C:8]1[CH:13]=[C:12]([N:14]([CH3:16])[CH3:15])[C:11]([F:17])=[CH:10][C:9]=1[NH:18][C:19](=[O:38])[CH2:20][C:21]([C:23]1[CH:28]=[CH:27][CH:26]=[C:25]([N:29]2[C:33]([CH2:34][N:35]([CH3:37])[CH3:36])=[CH:32][N:31]=[N:30]2)[CH:24]=1)=O)(C)(C)C.C(O)(C(F)(F)F)=O. Product: [CH3:15][N:14]([CH3:16])[C:12]1[C:11]([F:17])=[CH:10][C:9]2[NH:18][C:19](=[O:38])[CH2:20][C:21]([C:23]3[CH:28]=[CH:27][CH:26]=[C:25]([N:29]4[C:33]([CH2:34][N:35]([CH3:37])[CH3:36])=[CH:32][N:31]=[N:30]4)[CH:24]=3)=[N:7][C:8]=2[CH:13]=1. The catalyst class is: 2. (10) Product: [CH3:1][O:2][C:3](=[O:20])[CH2:4][CH2:5][CH2:6][CH:7]=[C:8]([Sn:25]([CH2:26][CH2:27][CH2:28][CH3:29])([CH2:30][CH2:31][CH2:32][CH3:33])[CH2:21][CH2:22][CH2:23][CH3:24])[C:9]1[CH:14]=[C:13]([C:15]([F:16])([F:17])[F:18])[CH:12]=[C:11]([F:19])[CH:10]=1. The catalyst class is: 176. Reactant: [CH3:1][O:2][C:3](=[O:20])[CH2:4][CH2:5][CH2:6][C:7]#[C:8][C:9]1[CH:14]=[C:13]([C:15]([F:18])([F:17])[F:16])[CH:12]=[C:11]([F:19])[CH:10]=1.[CH2:21]([SnH:25]([CH2:30][CH2:31][CH2:32][CH3:33])[CH2:26][CH2:27][CH2:28][CH3:29])[CH2:22][CH2:23][CH3:24].